From a dataset of Catalyst prediction with 721,799 reactions and 888 catalyst types from USPTO. Predict which catalyst facilitates the given reaction. (1) Product: [CH3:1][O:2][C:3]1[CH:8]=[CH:7][C:6]([CH:9]2[CH2:10][O:11][CH2:12][CH2:13][O:14][CH2:15]2)=[CH:5][CH:4]=1. The catalyst class is: 2. Reactant: [CH3:1][O:2][C:3]1[CH:8]=[CH:7][C:6]([C:9]2(O)[CH2:15][O:14][CH2:13][CH2:12][O:11][CH2:10]2)=[CH:5][CH:4]=1.C([SiH](CC)CC)C.FC(F)(F)C(O)=O.C([O-])([O-])=O.[K+].[K+]. (2) Reactant: [CH:1]1([NH:4][C@@H:5]([C:7]2[C:15]3[C:10](=[N:11][C:12]([CH3:16])=[CH:13][CH:14]=3)[N:9]([CH2:17][CH2:18][CH2:19][NH:20][C:21](=[O:24])[O:22][CH3:23])[N:8]=2)[CH3:6])[CH2:3][CH2:2]1.[C:25]([O:29][C:30]([N:32]1[CH2:37][C@@H:36]([CH2:38][O:39][CH3:40])[O:35][C@@H:34]([C:41](O)=[O:42])[CH2:33]1)=[O:31])([CH3:28])([CH3:27])[CH3:26].Cl.C(N=C=NCCCN(C)C)C.ON1C2C=CC=CC=2N=N1.C(=O)([O-])O.[Na+]. Product: [CH:1]1([N:4]([C@@H:5]([C:7]2[C:15]3[C:10](=[N:11][C:12]([CH3:16])=[CH:13][CH:14]=3)[N:9]([CH2:17][CH2:18][CH2:19][NH:20][C:21]([O:22][CH3:23])=[O:24])[N:8]=2)[CH3:6])[C:41]([C@@H:34]2[O:35][C@H:36]([CH2:38][O:39][CH3:40])[CH2:37][N:32]([C:30]([O:29][C:25]([CH3:28])([CH3:27])[CH3:26])=[O:31])[CH2:33]2)=[O:42])[CH2:3][CH2:2]1. The catalyst class is: 9. (3) Reactant: [NH2:1][C:2]1[C:7]2=[C:8]([C:24]3[CH:25]=[CH:26][C:27]4[C:31]([CH:32]=3)=[N:30][N:29]([CH2:33][C:34]3[CH:39]=[CH:38][CH:37]=[CH:36][CH:35]=3)[CH:28]=4)[CH:9]=[C:10]([C:11]3[CH2:12][CH2:13][N:14](C(OC(C)(C)C)=O)[CH2:15][CH:16]=3)[N:6]2[N:5]=[CH:4][N:3]=1.Cl. Product: [CH2:33]([N:29]1[CH:28]=[C:27]2[C:31]([CH:32]=[C:24]([C:8]3[CH:9]=[C:10]([C:11]4[CH2:12][CH2:13][NH:14][CH2:15][CH:16]=4)[N:6]4[C:7]=3[C:2]([NH2:1])=[N:3][CH:4]=[N:5]4)[CH:25]=[CH:26]2)=[N:30]1)[C:34]1[CH:35]=[CH:36][CH:37]=[CH:38][CH:39]=1. The catalyst class is: 71. (4) Reactant: [CH2:1]([N:8]1[CH2:12][CH2:11][C@@H:10]([NH:13][C:14]([C:16]2[C:24]3[C:19](=[N:20][CH:21]=[C:22]([C:25]4[C:33]5[C:28](=[CH:29][C:30]([F:34])=[CH:31][CH:32]=5)[N:27]([CH3:35])[N:26]=4)[N:23]=3)[N:18](COCC[Si](C)(C)C)[CH:17]=2)=[O:15])[CH2:9]1)[C:2]1[CH:7]=[CH:6][CH:5]=[CH:4][CH:3]=1.CCCC[N+](CCCC)(CCCC)CCCC.[F-]. Product: [CH2:1]([N:8]1[CH2:12][CH2:11][C@@H:10]([NH:13][C:14]([C:16]2[C:24]3[C:19](=[N:20][CH:21]=[C:22]([C:25]4[C:33]5[C:28](=[CH:29][C:30]([F:34])=[CH:31][CH:32]=5)[N:27]([CH3:35])[N:26]=4)[N:23]=3)[NH:18][CH:17]=2)=[O:15])[CH2:9]1)[C:2]1[CH:7]=[CH:6][CH:5]=[CH:4][CH:3]=1. The catalyst class is: 1. (5) Reactant: [C:1](Cl)(=[O:3])[CH3:2].[CH:5]1([NH:8][CH:9]2[C:18]3[CH2:17][S:16][N:15]=[C:14]([N:19](C(OC(C)(C)C)=O)C(OC(C)(C)C)=O)[C:13]4=[N:34][N:35]([CH2:37][C:38]5[C:43]([CH3:44])=[C:42]([O:45][CH3:46])[C:41]([CH3:47])=[CH:40][N:39]=5)[N:36]=[C:11]([C:12]=34)[CH2:10]2)[CH2:7][CH2:6]1.ClCCl.C(N(CC)CC)C. Product: [NH2:19][C:14]1[C:13]2[C:12]3[C:11](=[N:36][N:35]([CH2:37][C:38]4[C:43]([CH3:44])=[C:42]([O:45][CH3:46])[C:41]([CH3:47])=[CH:40][N:39]=4)[N:34]=2)[CH2:10][CH:9]([N:8]([CH:5]2[CH2:7][CH2:6]2)[C:1](=[O:3])[CH3:2])[C:18]=3[CH2:17][S:16][N:15]=1. The catalyst class is: 13. (6) Reactant: [Cl:1][C:2]1[CH:7]=[C:6]([Cl:8])[CH:5]=[CH:4][C:3]=1[C:9]1[N:10]([C:17]2[CH:22]=[CH:21][C:20]([O:23][CH3:24])=[CH:19][CH:18]=2)[CH:11]=[C:12]([C:14](O)=[O:15])[N:13]=1.CN(C(F)=[N+](C)C)C.F[P-](F)(F)(F)(F)F.CCN(C(C)C)C(C)C.Cl.[NH2:50][C@@H:51]1[CH2:56][CH2:55][CH2:54][CH2:53][C@H:52]1[OH:57]. Product: [Cl:1][C:2]1[CH:7]=[C:6]([Cl:8])[CH:5]=[CH:4][C:3]=1[C:9]1[N:10]([C:17]2[CH:22]=[CH:21][C:20]([O:23][CH3:24])=[CH:19][CH:18]=2)[CH:11]=[C:12]([C:14]([NH:50][C@@H:51]2[CH2:56][CH2:55][CH2:54][CH2:53][C@H:52]2[OH:57])=[O:15])[N:13]=1. The catalyst class is: 26. (7) Reactant: O[C:2]1[N:7]2[CH:8]=[N:9][N:10]=[C:6]2[C:5]([C:11]2[CH:16]=[CH:15][CH:14]=[C:13]([C:17]([F:20])([F:19])[F:18])[CH:12]=2)=[C:4]([C:21]2[CH:26]=[CH:25][N:24]=[C:23]([Cl:27])[CH:22]=2)[N:3]=1.O=P(Cl)(Cl)[Cl:30].C(N(C(C)C)CC)(C)C. The catalyst class is: 25. Product: [Cl:30][C:2]1[N:7]2[CH:8]=[N:9][N:10]=[C:6]2[C:5]([C:11]2[CH:16]=[CH:15][CH:14]=[C:13]([C:17]([F:20])([F:19])[F:18])[CH:12]=2)=[C:4]([C:21]2[CH:26]=[CH:25][N:24]=[C:23]([Cl:27])[CH:22]=2)[N:3]=1. (8) The catalyst class is: 31. Product: [C:30]([O:34][C:35]([N:22]1[CH2:23][CH2:24][C:25]2[C:15]([S:14][CH2:13][C:12]3[CH:27]=[CH:28][C:9]([C:7](=[O:8])[NH:6][C:2]([CH3:5])([CH3:3])[CH3:4])=[C:10]([F:29])[CH:11]=3)=[C:16]([Cl:26])[CH:17]=[CH:18][C:19]=2[CH2:20][CH2:21]1)=[O:36])([CH3:33])([CH3:32])[CH3:31]. Reactant: Cl.[C:2]([NH:6][C:7]([C:9]1[CH:28]=[CH:27][C:12]([CH2:13][S:14][C:15]2[C:25]3[CH2:24][CH2:23][NH:22][CH2:21][CH2:20][C:19]=3[CH:18]=[CH:17][C:16]=2[Cl:26])=[CH:11][C:10]=1[F:29])=[O:8])([CH3:5])([CH3:4])[CH3:3].[C:30]([O:34][C:35](N1CCC2C(SCC3C=CC(C(O)=O)=C(F)C=3)=C(Cl)C=CC=2CC1)=[O:36])([CH3:33])([CH3:32])[CH3:31].C(N)(C)(C)C.C(Cl)CCl.C1C=CC2N(O)N=NC=2C=1. (9) Reactant: [N+:1]([C:4]1[NH:8][N:7]=[C:6]([NH:9][C:10](=[O:16])[O:11][C:12]([CH3:15])([CH3:14])[CH3:13])[CH:5]=1)([O-])=O. Product: [NH2:1][C:4]1[NH:8][N:7]=[C:6]([NH:9][C:10](=[O:16])[O:11][C:12]([CH3:14])([CH3:13])[CH3:15])[CH:5]=1. The catalyst class is: 43. (10) Reactant: [OH-].[Li+].FC(F)(F)C([O-])=O.[NH2:10][C:11]1[C:12]([C:19]([NH:21][CH2:22][CH2:23][N+:24]([CH2:47][C:48]([O:50]C)=[O:49])([CH2:36][CH2:37][CH2:38][C:39]2[CH:44]=[CH:43][C:42]([O:45][CH3:46])=[CH:41][CH:40]=2)[CH2:25][CH2:26][CH2:27][C:28]2[CH:33]=[CH:32][C:31]([O:34][CH3:35])=[CH:30][CH:29]=2)=[O:20])=[N:13][C:14]([Cl:18])=[C:15]([NH2:17])[N:16]=1.Cl. Product: [Cl-:18].[C:48]([CH2:47][N+:24]([CH2:23][CH2:22][NH:21][C:19]([C:12]1[C:11]([NH2:10])=[N:16][C:15]([NH2:17])=[C:14]([Cl:18])[N:13]=1)=[O:20])([CH2:36][CH2:37][CH2:38][C:39]1[CH:44]=[CH:43][C:42]([O:45][CH3:46])=[CH:41][CH:40]=1)[CH2:25][CH2:26][CH2:27][C:28]1[CH:29]=[CH:30][C:31]([O:34][CH3:35])=[CH:32][CH:33]=1)([OH:50])=[O:49]. The catalyst class is: 5.